From a dataset of TCR-epitope binding with 47,182 pairs between 192 epitopes and 23,139 TCRs. Binary Classification. Given a T-cell receptor sequence (or CDR3 region) and an epitope sequence, predict whether binding occurs between them. (1) The epitope is FLNGSCGSV. The TCR CDR3 sequence is CATSGYTGELFF. Result: 0 (the TCR does not bind to the epitope). (2) The epitope is ATDALMTGY. The TCR CDR3 sequence is CAISESPQSYEQYF. Result: 1 (the TCR binds to the epitope).